From a dataset of NCI-60 drug combinations with 297,098 pairs across 59 cell lines. Regression. Given two drug SMILES strings and cell line genomic features, predict the synergy score measuring deviation from expected non-interaction effect. (1) Drug 1: CC12CCC3C(C1CCC2=O)CC(=C)C4=CC(=O)C=CC34C. Drug 2: C#CCC(CC1=CN=C2C(=N1)C(=NC(=N2)N)N)C3=CC=C(C=C3)C(=O)NC(CCC(=O)O)C(=O)O. Cell line: NCI-H522. Synergy scores: CSS=27.5, Synergy_ZIP=2.35, Synergy_Bliss=0.637, Synergy_Loewe=1.30, Synergy_HSA=1.04. (2) Drug 1: CC1=C2C(C(=O)C3(C(CC4C(C3C(C(C2(C)C)(CC1OC(=O)C(C(C5=CC=CC=C5)NC(=O)OC(C)(C)C)O)O)OC(=O)C6=CC=CC=C6)(CO4)OC(=O)C)OC)C)OC. Drug 2: CN(C(=O)NC(C=O)C(C(C(CO)O)O)O)N=O. Cell line: 786-0. Synergy scores: CSS=56.4, Synergy_ZIP=8.94, Synergy_Bliss=8.55, Synergy_Loewe=-16.9, Synergy_HSA=8.87.